Dataset: Full USPTO retrosynthesis dataset with 1.9M reactions from patents (1976-2016). Task: Predict the reactants needed to synthesize the given product. (1) Given the product [CH2:19]([S:26][C:2]1[N:6]([CH3:7])[N:5]=[C:4]([C:8]([F:14])([F:13])[C:9]([F:12])([F:11])[F:10])[C:3]=1[C:15]([F:18])([F:17])[F:16])[C:20]1[CH:25]=[CH:24][CH:23]=[CH:22][CH:21]=1, predict the reactants needed to synthesize it. The reactants are: F[C:2]1[N:6]([CH3:7])[N:5]=[C:4]([C:8]([F:14])([F:13])[C:9]([F:12])([F:11])[F:10])[C:3]=1[C:15]([F:18])([F:17])[F:16].[CH2:19]([SH:26])[C:20]1[CH:25]=[CH:24][CH:23]=[CH:22][CH:21]=1.C(N(CC)CC)C. (2) Given the product [CH3:1][O:2][N:3]=[C:4]1[C:12]2[C:7](=[CH:8][C:9]([B:19]([OH:22])[OH:20])=[CH:10][CH:11]=2)[CH2:6][CH2:5]1, predict the reactants needed to synthesize it. The reactants are: [CH3:1][O:2][N:3]=[C:4]1[C:12]2[C:7](=[CH:8][C:9](Br)=[CH:10][CH:11]=2)[CH2:6][CH2:5]1.C([Li])CCC.[B:19](OC)([O:22]C)[O:20]C. (3) Given the product [C:1]([C:3]1[C:4](/[N:12]=[CH:13]/[N:14]([CH3:15])[CH3:16])=[CH:5][C:6]([O:11][CH2:18][C@H:19]2[CH2:23][CH2:22][CH2:21][N:20]2[C:24]([O:26][C:27]([CH3:28])([CH3:30])[CH3:29])=[O:25])=[C:7]([O:9][CH3:10])[CH:8]=1)#[N:2], predict the reactants needed to synthesize it. The reactants are: [C:1]([C:3]1[CH:8]=[C:7]([O:9][CH3:10])[C:6]([OH:11])=[CH:5][C:4]=1[N:12]=[CH:13][N:14]([CH3:16])[CH3:15])#[N:2].O[CH2:18][C@H:19]1[CH2:23][CH2:22][CH2:21][N:20]1[C:24]([O:26][C:27]([CH3:30])([CH3:29])[CH3:28])=[O:25].C1(P(C2C=CC=CC=2)C2C=CC=CC=2)C=CC=CC=1.N(C(OCC)=O)=NC(OCC)=O. (4) Given the product [F:22][C:21]1[CH:32]=[C:31]([C:30]2[N:26]=[C:25]([CH:11]3[CH2:12][CH:13]([C:15]4[CH:20]=[CH:19][C:18]([C:21]([F:22])([F:23])[F:24])=[CH:17][CH:16]=4)[CH2:14][N:9]([C:7]([N:1]4[CH2:6][CH2:5][O:4][CH2:3][CH2:2]4)=[O:8])[CH2:10]3)[S:27][CH:29]=2)[CH:34]=[CH:17][CH:18]=1, predict the reactants needed to synthesize it. The reactants are: [N:1]1([C:7]([N:9]2[CH2:14][CH:13]([C:15]3[CH:20]=[CH:19][C:18]([C:21]([F:24])([F:23])[F:22])=[CH:17][CH:16]=3)[CH2:12][CH:11]([C:25](=[S:27])[NH2:26])[CH2:10]2)=[O:8])[CH2:6][CH2:5][O:4][CH2:3][CH2:2]1.Br[CH2:29][C:30](=O)[C:31]([CH3:34])(C)[CH3:32].